From a dataset of Catalyst prediction with 721,799 reactions and 888 catalyst types from USPTO. Predict which catalyst facilitates the given reaction. Reactant: [CH3:1][C:2]1[O:6][C:5]([C:7]2[CH:12]=[CH:11][N:10]=[C:9]([NH:13][C:14]3[CH:19]=[CH:18][C:17](SC)=[CH:16][CH:15]=3)[CH:8]=2)=[N:4][N:3]=1.Cl[C:23]1C=CC=C(C(OO)=O)C=1.[S:33]([O-:37])([O-])(=[O:35])=S.[Na+].[Na+]. Product: [CH3:1][C:2]1[O:6][C:5]([C:7]2[CH:12]=[CH:11][N:10]=[C:9]([NH:13][C:14]3[CH:15]=[CH:16][C:17]([S:33]([CH3:23])(=[O:37])=[O:35])=[CH:18][CH:19]=3)[CH:8]=2)=[N:4][N:3]=1. The catalyst class is: 80.